This data is from NCI-60 drug combinations with 297,098 pairs across 59 cell lines. The task is: Regression. Given two drug SMILES strings and cell line genomic features, predict the synergy score measuring deviation from expected non-interaction effect. (1) Drug 1: CC1OCC2C(O1)C(C(C(O2)OC3C4COC(=O)C4C(C5=CC6=C(C=C35)OCO6)C7=CC(=C(C(=C7)OC)O)OC)O)O. Drug 2: CC1=C(C(=CC=C1)Cl)NC(=O)C2=CN=C(S2)NC3=CC(=NC(=N3)C)N4CCN(CC4)CCO. Cell line: SK-MEL-28. Synergy scores: CSS=9.59, Synergy_ZIP=-5.19, Synergy_Bliss=0.768, Synergy_Loewe=0.314, Synergy_HSA=0.742. (2) Drug 1: CC1C(C(=O)NC(C(=O)N2CCCC2C(=O)N(CC(=O)N(C(C(=O)O1)C(C)C)C)C)C(C)C)NC(=O)C3=C4C(=C(C=C3)C)OC5=C(C(=O)C(=C(C5=N4)C(=O)NC6C(OC(=O)C(N(C(=O)CN(C(=O)C7CCCN7C(=O)C(NC6=O)C(C)C)C)C)C(C)C)C)N)C. Drug 2: COC1=C2C(=CC3=C1OC=C3)C=CC(=O)O2. Cell line: HT29. Synergy scores: CSS=17.8, Synergy_ZIP=-9.36, Synergy_Bliss=-17.9, Synergy_Loewe=-52.8, Synergy_HSA=-16.5.